Regression. Given two drug SMILES strings and cell line genomic features, predict the synergy score measuring deviation from expected non-interaction effect. From a dataset of NCI-60 drug combinations with 297,098 pairs across 59 cell lines. (1) Drug 1: CC1OCC2C(O1)C(C(C(O2)OC3C4COC(=O)C4C(C5=CC6=C(C=C35)OCO6)C7=CC(=C(C(=C7)OC)O)OC)O)O. Drug 2: CN1C2=C(C=C(C=C2)N(CCCl)CCCl)N=C1CCCC(=O)O.Cl. Cell line: CCRF-CEM. Synergy scores: CSS=55.6, Synergy_ZIP=0.478, Synergy_Bliss=0.0393, Synergy_Loewe=-12.7, Synergy_HSA=1.64. (2) Drug 1: CNC(=O)C1=CC=CC=C1SC2=CC3=C(C=C2)C(=NN3)C=CC4=CC=CC=N4. Drug 2: C1=CN(C=N1)CC(O)(P(=O)(O)O)P(=O)(O)O. Cell line: UO-31. Synergy scores: CSS=5.29, Synergy_ZIP=-1.35, Synergy_Bliss=1.66, Synergy_Loewe=1.34, Synergy_HSA=1.69. (3) Drug 1: C1CCC(CC1)NC(=O)N(CCCl)N=O. Drug 2: CCC(=C(C1=CC=CC=C1)C2=CC=C(C=C2)OCCN(C)C)C3=CC=CC=C3.C(C(=O)O)C(CC(=O)O)(C(=O)O)O. Cell line: SNB-75. Synergy scores: CSS=6.41, Synergy_ZIP=-6.30, Synergy_Bliss=-7.30, Synergy_Loewe=-8.02, Synergy_HSA=-8.15. (4) Drug 1: CCCS(=O)(=O)NC1=C(C(=C(C=C1)F)C(=O)C2=CNC3=C2C=C(C=N3)C4=CC=C(C=C4)Cl)F. Drug 2: CC1C(C(CC(O1)OC2CC(CC3=C2C(=C4C(=C3O)C(=O)C5=C(C4=O)C(=CC=C5)OC)O)(C(=O)C)O)N)O.Cl. Cell line: COLO 205. Synergy scores: CSS=63.2, Synergy_ZIP=8.69, Synergy_Bliss=9.08, Synergy_Loewe=4.87, Synergy_HSA=10.0.